Dataset: Blood-brain barrier permeability classification from the B3DB database. Task: Regression/Classification. Given a drug SMILES string, predict its absorption, distribution, metabolism, or excretion properties. Task type varies by dataset: regression for continuous measurements (e.g., permeability, clearance, half-life) or binary classification for categorical outcomes (e.g., BBB penetration, CYP inhibition). Dataset: b3db_classification. The molecule is NC1CONC1=O. The result is 1 (penetrates BBB).